The task is: Predict the reaction yield, written as a fraction of the theoretical maximum amount of product (1.0 means a 100% yield; for example, 0.34 means a 34% yield).. This data is from Reaction yield outcomes from USPTO patents with 853,638 reactions. (1) The reactants are [C:1]([O:5][C:6](=[O:38])[NH:7][C:8]1([C:12]2[CH:17]=[CH:16][C:15]([C:18]3[C:27](=[O:28])[C:26]4[C:21](=[C:22]([NH:30][CH3:31])[C:23]([NH2:29])=[CH:24][CH:25]=4)[O:20][C:19]=3[C:32]3[CH:37]=[CH:36][CH:35]=[CH:34][CH:33]=3)=[CH:14][CH:13]=2)[CH2:11][CH2:10][CH2:9]1)([CH3:4])([CH3:3])[CH3:2].[CH3:39]OC(OC)OC.II. The catalyst is C(#N)C. The product is [C:1]([O:5][C:6](=[O:38])[NH:7][C:8]1([C:12]2[CH:13]=[CH:14][C:15]([C:18]3[C:27](=[O:28])[C:26]4[CH:25]=[CH:24][C:23]5[N:29]=[CH:31][N:30]([CH3:39])[C:22]=5[C:21]=4[O:20][C:19]=3[C:32]3[CH:37]=[CH:36][CH:35]=[CH:34][CH:33]=3)=[CH:16][CH:17]=2)[CH2:9][CH2:10][CH2:11]1)([CH3:4])([CH3:2])[CH3:3]. The yield is 0.680. (2) The reactants are [C:1]1([NH2:8])[CH:6]=[CH:5][C:4]([NH2:7])=[CH:3][CH:2]=1.CN1CCOCC1.[C:16](Cl)(=[O:20])[CH2:17][CH2:18][CH3:19]. The catalyst is C(Cl)Cl. The product is [NH2:7][C:4]1[CH:5]=[CH:6][C:1]([NH:8][C:16](=[O:20])[CH2:17][CH2:18][CH3:19])=[CH:2][CH:3]=1. The yield is 0.360. (3) The reactants are [CH3:1][S:2][C:3]1[CH:8]=[CH:7][CH:6]=[CH:5][C:4]=1[C:9]1[NH:13][CH:12]=[C:11]([CH:14]=[O:15])[CH:10]=1.ClC1C=CC=C(C(OO)=[O:24])C=1.S([O-])([O-])(=O)=S.[Na+].[Na+]. The catalyst is C(OCC)(=O)C. The product is [CH3:1][S:2]([C:3]1[CH:8]=[CH:7][CH:6]=[CH:5][C:4]=1[C:9]1[NH:13][CH:12]=[C:11]([CH:14]=[O:15])[CH:10]=1)=[O:24]. The yield is 0.750. (4) The yield is 0.560. The product is [CH3:18][N:19]1[C:27]2[C:22](=[CH:23][CH:24]=[CH:25][CH:26]=2)[C:21]([CH3:28])=[C:20]1[C:29]([NH:32][C@H:33]([C:37]([NH:39][CH:40]([CH:49]([OH:52])[CH2:50][F:51])[CH2:41][C:42]([O:44][C:45]([CH3:46])([CH3:47])[CH3:48])=[O:43])=[O:38])[CH:34]([CH3:35])[CH3:36])=[O:31]. The reactants are Cl.CN(C)CCCN=C=NCC.CN(C=O)C.[CH3:18][N:19]1[C:27]2[C:22](=[CH:23][CH:24]=[CH:25][CH:26]=2)[C:21]([CH3:28])=[C:20]1[C:29]([OH:31])=O.[NH2:32][C@H:33]([C:37]([NH:39][CH:40]([CH:49]([OH:52])[CH2:50][F:51])[CH2:41][C:42]([O:44][C:45]([CH3:48])([CH3:47])[CH3:46])=[O:43])=[O:38])[CH:34]([CH3:36])[CH3:35]. The catalyst is CN(C)C1C=CN=CC=1.C(Cl)Cl. (5) The reactants are C([O:9][C:10]1([CH2:13][N:14]2[C:22]3[C:17](=[C:18]([Cl:23])[CH:19]=[CH:20][CH:21]=3)[C:16]([C:24](=[O:35])[NH:25][CH2:26][CH:27]3[CH2:32][CH2:31][C:30]([F:34])([F:33])[CH2:29][CH2:28]3)=[CH:15]2)[CH2:12][CH2:11]1)(=O)C1C=CC=CC=1.[OH-].[Na+]. The catalyst is C(O)C. The product is [Cl:23][C:18]1[CH:19]=[CH:20][CH:21]=[C:22]2[C:17]=1[C:16]([C:24]([NH:25][CH2:26][CH:27]1[CH2:32][CH2:31][C:30]([F:33])([F:34])[CH2:29][CH2:28]1)=[O:35])=[CH:15][N:14]2[CH2:13][C:10]1([OH:9])[CH2:11][CH2:12]1. The yield is 0.170.